This data is from Forward reaction prediction with 1.9M reactions from USPTO patents (1976-2016). The task is: Predict the product of the given reaction. Given the reactants Br[C:2]1[CH:7]=[CH:6][C:5]([C@@H:8]([NH:15][CH3:16])[CH2:9][N:10]2[CH2:14][CH2:13][CH2:12][CH2:11]2)=[CH:4][CH:3]=1.[NH2:17][C:18]([C:20]1[CH:21]=[C:22](B(O)O)[CH:23]=[CH:24][CH:25]=1)=[O:19].C([O-])([O-])=O.[Na+].[Na+].C(Cl)Cl, predict the reaction product. The product is: [CH3:16][NH:15][C@H:8]([C:5]1[CH:6]=[CH:7][C:2]([C:24]2[CH:23]=[CH:22][CH:21]=[C:20]([C:18]([NH2:17])=[O:19])[CH:25]=2)=[CH:3][CH:4]=1)[CH2:9][N:10]1[CH2:14][CH2:13][CH2:12][CH2:11]1.